Dataset: Catalyst prediction with 721,799 reactions and 888 catalyst types from USPTO. Task: Predict which catalyst facilitates the given reaction. Reactant: [Cl:1][C:2]1[CH:3]=[C:4]2[C:9](=[CH:10][CH:11]=1)[CH:8]=[C:7]([S:12]([CH2:15][CH2:16][C:17]([N:19]1[CH2:24][CH2:23][CH:22]([N:25]3[CH2:29][C:28]4=[CH:30][N:31]=[C:32]([CH2:33][OH:34])[N:27]4[C:26]3=[O:35])[CH2:21][CH2:20]1)=[O:18])(=[O:14])=[O:13])[CH:6]=[CH:5]2.[C:36](OC(=O)C)(=[O:38])[CH3:37].N1C=CC=CC=1.O. Product: [ClH:1].[C:36]([O:34][CH2:33][C:32]1[N:27]2[C:26](=[O:35])[N:25]([CH:22]3[CH2:21][CH2:20][N:19]([C:17](=[O:18])[CH2:16][CH2:15][S:12]([C:7]4[CH:6]=[CH:5][C:4]5[C:9](=[CH:10][CH:11]=[C:2]([Cl:1])[CH:3]=5)[CH:8]=4)(=[O:13])=[O:14])[CH2:24][CH2:23]3)[CH2:29][C:28]2=[CH:30][N:31]=1)(=[O:38])[CH3:37]. The catalyst class is: 4.